From a dataset of Forward reaction prediction with 1.9M reactions from USPTO patents (1976-2016). Predict the product of the given reaction. (1) Given the reactants [CH2:1]([O:8][C:9]1[C:10]([CH3:18])=[C:11]([CH:15]=[CH:16][CH:17]=1)[C:12](O)=[O:13])[C:2]1[CH:7]=[CH:6][CH:5]=[CH:4][CH:3]=1.[H-].[Al+3].[Li+].[H-].[H-].[H-].O.O.O.O.O.O.O.O.O.O.S([O-])([O-])(=O)=O.[Na+].[Na+], predict the reaction product. The product is: [CH2:1]([O:8][C:9]1[C:10]([CH3:18])=[C:11]([CH2:12][OH:13])[CH:15]=[CH:16][CH:17]=1)[C:2]1[CH:3]=[CH:4][CH:5]=[CH:6][CH:7]=1. (2) Given the reactants P(Br)(Br)([Br:3])=O.[CH:6]1([N:11]2[C:16]3[N:17]=[C:18]([S:21][CH3:22])[N:19]=[CH:20][C:15]=3[C:14](O)=[CH:13][C:12]2=[O:24])[CH2:10][CH2:9][CH2:8][CH2:7]1, predict the reaction product. The product is: [Br:3][C:14]1[C:15]2[CH:20]=[N:19][C:18]([S:21][CH3:22])=[N:17][C:16]=2[N:11]([CH:6]2[CH2:10][CH2:9][CH2:8][CH2:7]2)[C:12](=[O:24])[CH:13]=1. (3) Given the reactants [N:1]1[CH:6]=[CH:5][CH:4]=[C:3]([N:7]2[CH:11]=[C:10]([C:12]3[N:17]=[C:16]([C:18](=S)[NH2:19])[CH:15]=[CH:14][CH:13]=3)[CH:9]=[N:8]2)[CH:2]=1.[CH3:21][N:22]([CH:24]=O)[NH2:23], predict the reaction product. The product is: [CH3:24][N:22]1[CH:21]=[N:19][C:18]([C:16]2[CH:15]=[CH:14][CH:13]=[C:12]([C:10]3[CH:9]=[N:8][N:7]([C:3]4[CH:2]=[N:1][CH:6]=[CH:5][CH:4]=4)[CH:11]=3)[N:17]=2)=[N:23]1. (4) Given the reactants [NH2:1][CH2:2][CH2:3][CH2:4][N:5]1[C:13]2[C:8](=[CH:9][C:10]([Cl:14])=[CH:11][CH:12]=2)[CH:7]=[C:6]1[CH2:15][N:16]1[C:20]2=[CH:21][N:22]=[CH:23][CH:24]=[C:19]2[C:18]2([CH2:26][CH2:25]2)[C:17]1=[O:27].Br[CH2:29][CH2:30][OH:31].C(=O)([O-])[O-].[Cs+].[Cs+], predict the reaction product. The product is: [Cl:14][C:10]1[CH:9]=[C:8]2[C:13](=[CH:12][CH:11]=1)[N:5]([CH2:4][CH2:3][CH2:2][NH:1][CH2:29][CH2:30][OH:31])[C:6]([CH2:15][N:16]1[C:20]3=[CH:21][N:22]=[CH:23][CH:24]=[C:19]3[C:18]3([CH2:26][CH2:25]3)[C:17]1=[O:27])=[CH:7]2. (5) Given the reactants OO.[Cl:3][C:4]1[N:9]=[C:8]2[NH:10][N:11]=[C:12]([S:13][CH3:14])[C:7]2=[C:6]([O:15][CH2:16][CH3:17])[N:5]=1.[OH2:18].C(O)(=[O:21])C, predict the reaction product. The product is: [Cl:3][C:4]1[N:9]=[C:8]2[NH:10][N:11]=[C:12]([S:13]([CH3:14])(=[O:21])=[O:18])[C:7]2=[C:6]([O:15][CH2:16][CH3:17])[N:5]=1. (6) Given the reactants C[O:2][C:3]1[CH:4]=[C:5]([NH:14][C:15](=[O:25])[C:16]2[CH:21]=[CH:20][C:19]3[O:22]C[O:24][C:18]=3[CH:17]=2)[CH:6]=[CH:7][C:8]=1[NH:9][S:10]([CH3:13])(=[O:12])=[O:11].B(Br)(Br)Br, predict the reaction product. The product is: [OH:2][C:3]1[CH:4]=[C:5]([NH:14][C:15](=[O:25])[C:16]2[CH:21]=[CH:20][C:19]([OH:22])=[C:18]([OH:24])[CH:17]=2)[CH:6]=[CH:7][C:8]=1[NH:9][S:10]([CH3:13])(=[O:12])=[O:11].